This data is from Forward reaction prediction with 1.9M reactions from USPTO patents (1976-2016). The task is: Predict the product of the given reaction. (1) Given the reactants Cl[C:2]1[C:3]2[C:4](=[CH:16][N:17](CC3C=CC(OC)=CC=3)[N:18]=2)[N:5]=[C:6]([C:8]2[CH:13]=[CH:12][CH:11]=[C:10]([S:14][CH3:15])[CH:9]=2)[N:7]=1.[O:28]1[CH2:33][CH2:32][N:31]([C:34]2[CH:40]=[CH:39][C:37]([NH2:38])=[CH:36][CH:35]=2)[CH2:30][CH2:29]1.Cl, predict the reaction product. The product is: [CH3:15][S:14][C:10]1[CH:9]=[C:8]([C:6]2[N:7]=[C:2]([NH:38][C:37]3[CH:36]=[CH:35][C:34]([N:31]4[CH2:32][CH2:33][O:28][CH2:29][CH2:30]4)=[CH:40][CH:39]=3)[C:3]3[NH:18][N:17]=[CH:16][C:4]=3[N:5]=2)[CH:13]=[CH:12][CH:11]=1. (2) Given the reactants [C:1]([O:5][C:6]([NH:8][CH:9]([CH3:13])[C:10]([OH:12])=O)=[O:7])([CH3:4])([CH3:3])[CH3:2].[CH2:14]([N:16]1[C:28]2[CH:27]=[CH:26][C:25]([CH2:29][NH2:30])=[CH:24][C:23]=2[C:22]2[C:17]1=[CH:18][CH:19]=[CH:20][CH:21]=2)[CH3:15].CN(C(ON1N=NC2C=CC=NC1=2)=[N+](C)C)C.F[P-](F)(F)(F)(F)F.O, predict the reaction product. The product is: [CH2:14]([N:16]1[C:28]2[CH:27]=[CH:26][C:25]([CH2:29][NH:30][C:10](=[O:12])[CH:9]([NH:8][C:6](=[O:7])[O:5][C:1]([CH3:2])([CH3:3])[CH3:4])[CH3:13])=[CH:24][C:23]=2[C:22]2[C:17]1=[CH:18][CH:19]=[CH:20][CH:21]=2)[CH3:15].